Dataset: Catalyst prediction with 721,799 reactions and 888 catalyst types from USPTO. Task: Predict which catalyst facilitates the given reaction. (1) Reactant: [CH3:1][C:2]1[N:3]=[C:4]([NH:17]C(=O)C)[S:5][C:6]=1[C:7]1[CH:12]=[CH:11][N:10]=[C:9]([C:13]2([CH3:16])[CH2:15][CH2:14]2)[CH:8]=1.Cl. Product: [CH3:1][C:2]1[N:3]=[C:4]([NH2:17])[S:5][C:6]=1[C:7]1[CH:12]=[CH:11][N:10]=[C:9]([C:13]2([CH3:16])[CH2:15][CH2:14]2)[CH:8]=1. The catalyst class is: 14. (2) Reactant: [F-:1].[K+].C(=O)=O.[C:6]([O:10][C:11]([C:14]([C:17](F)=[O:18])([F:16])[F:15])([F:13])[F:12])([F:9])([F:8])[F:7].[C:20](=[C:23]([C:25]([F:28])([F:27])[F:26])[F:24])([F:22])[F:21]. Product: [F:13][C:11]([F:12])([O:10][C:6]([F:7])([F:8])[F:9])[C:14]([F:15])([F:16])[C:17](=[O:18])[C:23]([F:24])([C:25]([F:28])([F:27])[F:26])[C:20]([F:1])([F:22])[F:21]. The catalyst class is: 270.